Task: Regression. Given a peptide amino acid sequence and an MHC pseudo amino acid sequence, predict their binding affinity value. This is MHC class II binding data.. Dataset: Peptide-MHC class II binding affinity with 134,281 pairs from IEDB The peptide sequence is DEELLKAVRIIKILYQSNP. The MHC is HLA-DQA10101-DQB10501 with pseudo-sequence HLA-DQA10101-DQB10501. The binding affinity (normalized) is 0.408.